Dataset: Full USPTO retrosynthesis dataset with 1.9M reactions from patents (1976-2016). Task: Predict the reactants needed to synthesize the given product. (1) Given the product [CH3:42][S:43]([O:23][CH2:22][C:20]1[N:19]=[N:18][N:17]([CH2:16][CH2:15][C@H:9]2[O:8][C@H:7]([C:24]3[CH:29]=[CH:28][CH:27]=[C:26]([O:30][CH3:31])[C:25]=3[O:32][CH3:33])[C:6]3[CH:34]=[C:2]([Cl:1])[CH:3]=[CH:4][C:5]=3[N:11]3[CH:12]=[CH:13][CH:14]=[C:10]23)[CH:21]=1)(=[O:45])=[O:44], predict the reactants needed to synthesize it. The reactants are: [Cl:1][C:2]1[CH:3]=[CH:4][C:5]2[N:11]3[CH:12]=[CH:13][CH:14]=[C:10]3[C@@H:9]([CH2:15][CH2:16][N:17]3[CH:21]=[C:20]([CH2:22][OH:23])[N:19]=[N:18]3)[O:8][C@H:7]([C:24]3[CH:29]=[CH:28][CH:27]=[C:26]([O:30][CH3:31])[C:25]=3[O:32][CH3:33])[C:6]=2[CH:34]=1.C(N(CC)CC)C.[CH3:42][S:43](Cl)(=[O:45])=[O:44].C(=O)(O)[O-].[Na+]. (2) Given the product [CH:25]([C:27]1[CH:32]=[CH:31][C:30]([C:2]2[CH:7]=[C:6]([C:8]3[N:12]4[CH:13]=[CH:14][CH:15]=[CH:16][C:11]4=[N:10][C:9]=3[C:17]3[CH:22]=[CH:21][C:20]([F:23])=[C:19]([F:24])[CH:18]=3)[CH:5]=[CH:4][N:3]=2)=[CH:29][CH:28]=1)=[O:26], predict the reactants needed to synthesize it. The reactants are: Br[C:2]1[CH:7]=[C:6]([C:8]2[N:12]3[CH:13]=[CH:14][CH:15]=[CH:16][C:11]3=[N:10][C:9]=2[C:17]2[CH:22]=[CH:21][C:20]([F:23])=[C:19]([F:24])[CH:18]=2)[CH:5]=[CH:4][N:3]=1.[CH:25]([C:27]1[CH:32]=[CH:31][C:30](B(O)O)=[CH:29][CH:28]=1)=[O:26]. (3) Given the product [NH2:15][C:16]1[C:25]([F:26])=[CH:24][C:19]([C:20]([O:22][CH3:23])=[O:21])=[C:18]([F:27])[C:17]=1[C:28]#[CH:29], predict the reactants needed to synthesize it. The reactants are: NC1C=CC(C(OC)=O)=C(Cl)C=1C#C.[NH2:15][C:16]1[C:25]([F:26])=[CH:24][C:19]([C:20]([O:22][CH3:23])=[O:21])=[C:18]([F:27])[C:17]=1[C:28]#[C:29][Si](C)(C)C. (4) Given the product [NH2:23][C:19]1[CH:18]=[C:17]([CH:10]([NH:9][C:1](=[O:8])[C:2]2[CH:7]=[CH:6][CH:5]=[CH:4][CH:3]=2)[CH2:11][C:12]([O:14][CH2:15][CH3:16])=[O:13])[CH:22]=[CH:21][CH:20]=1, predict the reactants needed to synthesize it. The reactants are: [C:1]([NH:9][CH:10]([C:17]1[CH:22]=[CH:21][CH:20]=[C:19]([N+:23]([O-])=O)[CH:18]=1)[CH2:11][C:12]([O:14][CH2:15][CH3:16])=[O:13])(=[O:8])[C:2]1[CH:7]=[CH:6][CH:5]=[CH:4][CH:3]=1.[Sn](Cl)Cl. (5) Given the product [CH3:1][N:2]1[CH2:3][CH2:4][N:5]([CH2:8][C:9]2[CH:10]=[CH:11][C:12]([C:13]([NH:15][C:16]3[CH:21]=[CH:20][CH:19]=[C:18]([NH:22][C:23]4[CH:24]=[C:25]5[C:29](=[CH:30][CH:31]=4)[NH:28][C:27](=[O:32])[C:26]5=[CH:40][C:36]4[NH:35][CH:39]=[CH:38][CH:37]=4)[CH:17]=3)=[O:14])=[CH:33][CH:34]=2)[CH2:6][CH2:7]1, predict the reactants needed to synthesize it. The reactants are: [CH3:1][N:2]1[CH2:7][CH2:6][N:5]([CH2:8][C:9]2[CH:34]=[CH:33][C:12]([C:13]([NH:15][C:16]3[CH:21]=[CH:20][CH:19]=[C:18]([NH:22][C:23]4[CH:24]=[C:25]5[C:29](=[CH:30][CH:31]=4)[NH:28][C:27](=[O:32])[CH2:26]5)[CH:17]=3)=[O:14])=[CH:11][CH:10]=2)[CH2:4][CH2:3]1.[NH:35]1[CH:39]=[CH:38][CH:37]=[C:36]1[CH:40]=O. (6) Given the product [Br:1][C:2]1[CH:7]=[C:6]([NH:8][C:9]([CH3:12])([CH3:13])[CH2:10][O:11][C:24](=[O:26])[CH3:25])[C:5]([N+:14]([O-:16])=[O:15])=[CH:4][N:3]=1, predict the reactants needed to synthesize it. The reactants are: [Br:1][C:2]1[CH:7]=[C:6]([NH:8][C:9]([CH3:13])([CH3:12])[CH2:10][OH:11])[C:5]([N+:14]([O-:16])=[O:15])=[CH:4][N:3]=1.C(N(CC)CC)C.[C:24](Cl)(=[O:26])[CH3:25]. (7) The reactants are: C[O:2][C:3]1[CH:4]=[C:5]([C:9]2[O:10][CH:11]=[CH:12][N:13]=2)[CH:6]=[CH:7][CH:8]=1.Br. Given the product [O:10]1[CH:11]=[CH:12][N:13]=[C:9]1[C:5]1[CH:4]=[C:3]([OH:2])[CH:8]=[CH:7][CH:6]=1, predict the reactants needed to synthesize it. (8) The reactants are: Br[C:2]1[C:10]2[NH:9][CH:8]=[N:7][C:6]=2[CH:5]=[CH:4][CH:3]=1.[NH:11]1[CH2:17][CH2:16][CH2:15][NH:14][CH2:13][CH2:12]1.CC([O-])(C)C.[Na+].P(C(C)(C)C)(C(C)(C)C)C(C)(C)C. Given the product [N:11]1([C:2]2[C:10]3[NH:9][CH:8]=[N:7][C:6]=3[CH:5]=[CH:4][CH:3]=2)[CH2:17][CH2:16][CH2:15][NH:14][CH2:13][CH2:12]1, predict the reactants needed to synthesize it.